From a dataset of Catalyst prediction with 721,799 reactions and 888 catalyst types from USPTO. Predict which catalyst facilitates the given reaction. (1) Reactant: O=P(Cl)(Cl)Cl.[CH3:6][C:7]1[C:13]([OH:14])=[CH:12][CH:11]=[CH:10][C:8]=1[OH:9].[OH-].[Na+].Cl.CN([CH:21]=[O:22])C. Product: [OH:9][C:8]1[C:7]([CH3:6])=[C:13]([OH:14])[CH:12]=[CH:11][C:10]=1[CH:21]=[O:22]. The catalyst class is: 6. (2) Reactant: [Cl:1][C:2]1[CH:7]=[CH:6][C:5]([S:8]([N:11]([CH2:19][C:20]2[CH:29]=[CH:28][C:23]([C:24](OC)=O)=[CH:22][CH:21]=2)[CH2:12][C:13]2[CH:18]=[CH:17][CH:16]=[CH:15][N:14]=2)(=[O:10])=[O:9])=[CH:4][CH:3]=1.O.[NH2:31][NH2:32]. Product: [Cl:1][C:2]1[CH:7]=[CH:6][C:5]([S:8]([N:11]([CH2:19][C:20]2[CH:29]=[CH:28][C:23]([CH2:24][NH:31][NH2:32])=[CH:22][CH:21]=2)[CH2:12][C:13]2[CH:18]=[CH:17][CH:16]=[CH:15][N:14]=2)(=[O:10])=[O:9])=[CH:4][CH:3]=1. The catalyst class is: 92. (3) Reactant: C([O:3][CH:4](OCC)[CH2:5][O:6][C:7]1[C:12]([N+:13]([O-:15])=[O:14])=[CH:11][C:10]([N+:16]([O-:18])=[O:17])=[CH:9][N:8]=1)C. Product: [N+:13]([C:12]1[C:7]([O:6][CH2:5][CH:4]=[O:3])=[N:8][CH:9]=[C:10]([N+:16]([O-:18])=[O:17])[CH:11]=1)([O-:15])=[O:14]. The catalyst class is: 106. (4) Reactant: N([O-])=[O:2].[Na+].N[C:6]1[N:7]=[N+:8]([O-:26])[C:9]2[CH:15]=[C:14]([O:16][CH2:17][CH2:18][NH:19][C:20](=[O:25])[C:21]([F:24])([F:23])[F:22])[CH:13]=[CH:12][C:10]=2[N:11]=1. Product: [F:22][C:21]([F:24])([F:23])[C:20]([NH:19][CH2:18][CH2:17][O:16][C:14]1[CH:13]=[CH:12][C:10]2[N:11]=[C:6]([OH:2])[N:7]=[N+:8]([O-:26])[C:9]=2[CH:15]=1)=[O:25]. The catalyst class is: 223. (5) Reactant: [NH2:1][C:2]1[CH:7]=[CH:6][C:5]([C:8]([CH3:14])([CH3:13])[C:9]([NH:11][CH3:12])=[O:10])=[CH:4][CH:3]=1.CCN(C(C)C)C(C)C.[Cl:24][C:25]1[C:26]([F:54])=[C:27]([C@@H:31]2[C@:35]([C:38]3[CH:43]=[CH:42][C:41]([Cl:44])=[CH:40][C:39]=3[F:45])([C:36]#[N:37])[C@H:34]([CH2:46][C:47]([CH3:50])([CH3:49])[CH3:48])[NH:33][C@H:32]2[C:51](O)=[O:52])[CH:28]=[CH:29][CH:30]=1.CN(C(ON1N=NC2C=CC=NC1=2)=[N+](C)C)C.F[P-](F)(F)(F)(F)F. Product: [CH3:13][C:8]([C:5]1[CH:4]=[CH:3][C:2]([NH:1][C:51]([C@@H:32]2[C@@H:31]([C:27]3[CH:28]=[CH:29][CH:30]=[C:25]([Cl:24])[C:26]=3[F:54])[C@@:35]([C:38]3[CH:43]=[CH:42][C:41]([Cl:44])=[CH:40][C:39]=3[F:45])([C:36]#[N:37])[C@@H:34]([CH2:46][C:47]([CH3:50])([CH3:49])[CH3:48])[NH:33]2)=[O:52])=[CH:7][CH:6]=1)([C:9](=[O:10])[NH:11][CH3:12])[CH3:14]. The catalyst class is: 4.